From a dataset of NCI-60 drug combinations with 297,098 pairs across 59 cell lines. Regression. Given two drug SMILES strings and cell line genomic features, predict the synergy score measuring deviation from expected non-interaction effect. (1) Drug 2: C1=NNC2=C1C(=O)NC=N2. Synergy scores: CSS=15.1, Synergy_ZIP=0.241, Synergy_Bliss=1.16, Synergy_Loewe=-25.8, Synergy_HSA=1.78. Drug 1: CC12CCC3C(C1CCC2=O)CC(=C)C4=CC(=O)C=CC34C. Cell line: SF-539. (2) Drug 1: C1=CC=C(C(=C1)C(C2=CC=C(C=C2)Cl)C(Cl)Cl)Cl. Drug 2: C1=NNC2=C1C(=O)NC=N2. Cell line: SN12C. Synergy scores: CSS=2.26, Synergy_ZIP=-0.403, Synergy_Bliss=-0.194, Synergy_Loewe=0.704, Synergy_HSA=-0.216.